Dataset: Forward reaction prediction with 1.9M reactions from USPTO patents (1976-2016). Task: Predict the product of the given reaction. (1) The product is: [CH3:11][C:6]1([C:7]([F:10])([F:9])[F:8])[NH:15][NH:14][C:4](=[O:3])[CH2:5]1. Given the reactants C([O:3][C:4](=O)[CH:5]=[C:6]([CH3:11])[C:7]([F:10])([F:9])[F:8])C.O.[NH2:14][NH2:15], predict the reaction product. (2) Given the reactants [Br:1][C:2]1[CH:9]=[C:8](F)[CH:7]=[CH:6][C:3]=1[C:4]#[N:5].[NH2:11][C@@H:12]1[CH2:17][CH2:16][CH2:15][CH2:14][C@@H:13]1[NH:18][C:19](=[O:25])[O:20][C:21]([CH3:24])([CH3:23])[CH3:22].CCN(C(C)C)C(C)C.CCOC(C)=O, predict the reaction product. The product is: [Br:1][C:2]1[CH:9]=[C:8]([NH:11][C@@H:12]2[CH2:17][CH2:16][CH2:15][CH2:14][C@@H:13]2[NH:18][C:19](=[O:25])[O:20][C:21]([CH3:23])([CH3:22])[CH3:24])[CH:7]=[CH:6][C:3]=1[C:4]#[N:5]. (3) Given the reactants [OH-].[Na+].[F:3][C:4]([F:20])([F:19])[CH2:5][CH2:6][CH2:7][O:8][C:9]1[CH:18]=[CH:17][C:12]([C:13]([O:15]C)=[O:14])=[CH:11][CH:10]=1, predict the reaction product. The product is: [F:3][C:4]([F:19])([F:20])[CH2:5][CH2:6][CH2:7][O:8][C:9]1[CH:18]=[CH:17][C:12]([C:13]([OH:15])=[O:14])=[CH:11][CH:10]=1. (4) Given the reactants C([O:8][C:9]1[CH:36]=[C:35]([N:37]2[CH:41]=[CH:40][CH:39]=[N:38]2)[CH:34]=[CH:33][C:10]=1[C:11]([NH:13][C:14]1[CH:26]=[C:25]([C:27]2[CH:32]=[CH:31][CH:30]=[CH:29][CH:28]=2)[CH:24]=[CH:23][C:15]=1[C:16]([O:18][C:19]([CH3:22])([CH3:21])[CH3:20])=[O:17])=[O:12])C1C=CC=CC=1.O1CCOCC1.C(Cl)(Cl)Cl, predict the reaction product. The product is: [OH:8][C:9]1[CH:36]=[C:35]([N:37]2[CH:41]=[CH:40][CH:39]=[N:38]2)[CH:34]=[CH:33][C:10]=1[C:11]([NH:13][C:14]1[CH:26]=[C:25]([C:27]2[CH:32]=[CH:31][CH:30]=[CH:29][CH:28]=2)[CH:24]=[CH:23][C:15]=1[C:16]([O:18][C:19]([CH3:22])([CH3:21])[CH3:20])=[O:17])=[O:12]. (5) Given the reactants [C:1]([C:3]1[CH:8]=[C:7]([CH3:9])[CH:6]=[CH:5][C:4]=1[C:10]1[CH:15]=[C:14]([C:16]([O:18][CH3:19])=[O:17])[CH:13]=[C:12]([C:20]([OH:22])=O)[CH:11]=1)#[N:2].Cl.CN(C)[CH2:26][CH2:27][CH2:28][N:29]=[C:30]=NCC.O.ON1C2C=CC=CC=2N=N1.N1CCCC1.C(N(CC)C(C)C)(C)C, predict the reaction product. The product is: [C:1]([C:3]1[CH:8]=[C:7]([CH3:9])[CH:6]=[CH:5][C:4]=1[C:10]1[CH:11]=[C:12]([C:20]([N:29]2[CH2:30][CH2:26][CH2:27][CH2:28]2)=[O:22])[CH:13]=[C:14]([C:16]([O:18][CH3:19])=[O:17])[CH:15]=1)#[N:2]. (6) Given the reactants Cl[C:2]1[CH:3]=[C:4]([C:8]2[S:12][C:11]([C:13]([O:15][CH2:16][CH3:17])=[O:14])=[CH:10][CH:9]=2)[N:5]=[N:6][CH:7]=1.[CH2:18]([Zn]CC)[CH3:19].CCOC(C)=O.C(Cl)Cl, predict the reaction product. The product is: [CH2:18]([C:2]1[CH:3]=[C:4]([C:8]2[S:12][C:11]([C:13]([O:15][CH2:16][CH3:17])=[O:14])=[CH:10][CH:9]=2)[N:5]=[N:6][CH:7]=1)[CH3:19]. (7) Given the reactants [CH3:1][C:2]([C:9]1[CH:14]=[CH:13][C:12]([N+:15]([O-])=O)=[CH:11][CH:10]=1)([CH3:8])[C:3]([O:5][CH2:6][CH3:7])=[O:4], predict the reaction product. The product is: [NH2:15][C:12]1[CH:11]=[CH:10][C:9]([C:2]([CH3:1])([CH3:8])[C:3]([O:5][CH2:6][CH3:7])=[O:4])=[CH:14][CH:13]=1. (8) Given the reactants [CH3:1][NH:2][C:3]1([C:8]#[N:9])[CH2:7][CH2:6][CH2:5][CH2:4]1.[CH3:10][CH:11](C)[CH2:12]N.C1(=O)CCCC1, predict the reaction product. The product is: [CH2:1]([NH:2][C:3]1([C:8]#[N:9])[CH2:7][CH2:6][CH2:5][CH2:4]1)[CH:11]([CH3:12])[CH3:10]. (9) Given the reactants C([O:3][C:4]([C:6]1[C:7]2[O:14][C:13]([C:15](=[O:19])[N:16]([CH3:18])[CH3:17])=[C:12]([NH:20][C:21]3[CH:26]=[CH:25][C:24]([I:27])=[CH:23][C:22]=3[F:28])[C:8]=2[CH:9]=[N:10][CH:11]=1)=O)C.C([BH-](CC)CC)C.[Li+].[Cl-].[NH4+], predict the reaction product. The product is: [CH3:17][N:16]([CH3:18])[C:15]([C:13]1[O:14][C:7]2[C:6]([CH2:4][OH:3])=[CH:11][N:10]=[CH:9][C:8]=2[C:12]=1[NH:20][C:21]1[CH:26]=[CH:25][C:24]([I:27])=[CH:23][C:22]=1[F:28])=[O:19]. (10) Given the reactants [CH3:1][C:2]1[C:10](N)=[CH:9][CH:8]=[CH:7][C:3]=1[C:4]([OH:6])=[O:5].S(=O)(=O)(O)[OH:13].N([O-])=O.[Na+], predict the reaction product. The product is: [CH3:1][C:2]1[C:10]([OH:13])=[CH:9][CH:8]=[CH:7][C:3]=1[C:4]([OH:6])=[O:5].